This data is from Forward reaction prediction with 1.9M reactions from USPTO patents (1976-2016). The task is: Predict the product of the given reaction. Given the reactants [CH3:1][O:2][CH2:3][CH2:4][O:5][CH2:6][CH2:7][O:8][CH2:9][CH2:10][O:11][CH2:12][CH2:13][O:14][CH2:15][CH2:16][O:17][CH2:18][CH2:19][O:20][CH2:21][CH2:22][NH:23][S:24]([C:27]1[CH:32]=[CH:31][CH:30]=[C:29]([C@H:33]([NH:40][CH3:41])[CH2:34][N:35]2[CH2:39][CH2:38][CH2:37][CH2:36]2)[CH:28]=1)(=[O:26])=[O:25].[Cl:42][C:43]1[CH:44]=[C:45]([CH2:50][C:51]([OH:53])=O)[CH:46]=[CH:47][C:48]=1[Cl:49].C1C=CC2N(O)N=NC=2C=1.O.CCN(C(C)C)C(C)C.CCN=C=NCCCN(C)C.Cl, predict the reaction product. The product is: [CH3:1][O:2][CH2:3][CH2:4][O:5][CH2:6][CH2:7][O:8][CH2:9][CH2:10][O:11][CH2:12][CH2:13][O:14][CH2:15][CH2:16][O:17][CH2:18][CH2:19][O:20][CH2:21][CH2:22][NH:23][S:24]([C:27]1[CH:28]=[C:29]([C@H:33]([N:40]([CH3:41])[C:51](=[O:53])[CH2:50][C:45]2[CH:46]=[CH:47][C:48]([Cl:49])=[C:43]([Cl:42])[CH:44]=2)[CH2:34][N:35]2[CH2:36][CH2:37][CH2:38][CH2:39]2)[CH:30]=[CH:31][CH:32]=1)(=[O:26])=[O:25].